From a dataset of Reaction yield outcomes from USPTO patents with 853,638 reactions. Predict the reaction yield, written as a fraction of the theoretical maximum amount of product (1.0 means a 100% yield; for example, 0.34 means a 34% yield). (1) The reactants are Cl.[CH:2]1([CH2:5][NH:6][N:7]2[C:16]3[C:11](=[CH:12][CH:13]=[CH:14][CH:15]=3)[C:10]([OH:17])=[C:9]([C:18]3[NH:23][C:22]4[CH:24]=[CH:25][C:26]([O:28][CH2:29][C:30]#[N:31])=[CH:27][C:21]=4[S:20](=[O:33])(=[O:32])[N:19]=3)[C:8]2=[O:34])[CH2:4][CH2:3]1.[CH3:35][OH:36]. No catalyst specified. The product is [CH:2]1([CH2:5][NH:6][N:7]2[C:16]3[C:11](=[CH:12][CH:13]=[CH:14][CH:15]=3)[C:10]([OH:17])=[C:9]([C:18]3[NH:23][C:22]4[CH:24]=[CH:25][C:26]([O:28][CH2:29][C:30](=[NH:31])[O:36][CH3:35])=[CH:27][C:21]=4[S:20](=[O:33])(=[O:32])[N:19]=3)[C:8]2=[O:34])[CH2:3][CH2:4]1. The yield is 1.00. (2) The reactants are [H-].[H-].[H-].[H-].[Li+].[Al+3].[Cl:7][C:8]1[CH:9]=[C:10]([CH:15]=[C:16]([Cl:35])[C:17]=1[O:18][C:19]1[CH:24]=[CH:23][C:22]([O:25][CH3:26])=[C:21]([CH2:27][C:28]2[CH:33]=[CH:32][C:31]([F:34])=[CH:30][CH:29]=2)[CH:20]=1)[C:11](OC)=[O:12]. The catalyst is C1COCC1. The product is [Cl:7][C:8]1[CH:9]=[C:10]([CH:15]=[C:16]([Cl:35])[C:17]=1[O:18][C:19]1[CH:24]=[CH:23][C:22]([O:25][CH3:26])=[C:21]([CH2:27][C:28]2[CH:33]=[CH:32][C:31]([F:34])=[CH:30][CH:29]=2)[CH:20]=1)[CH2:11][OH:12]. The yield is 0.700. (3) The reactants are [CH2:1]([OH:7])[CH2:2][CH2:3]/[CH:4]=[CH:5]\[CH3:6].[H-].[Na+].Cl[S:11]([N:14]=C=O)(=[O:13])=[O:12].C(O)=O. The catalyst is CC#N.CN(C=O)C. The product is [S:11](=[O:13])(=[O:12])([O:7][CH2:1][CH2:2][CH2:3]/[CH:4]=[CH:5]\[CH3:6])[NH2:14]. The yield is 0.840. (4) The reactants are Cl[C:2]1[CH:7]=[C:6]([C:8]2[N:13]3[N:14]=[C:15]([C:25]4[CH:30]=[CH:29][N:28]=[CH:27][CH:26]=4)[C:16]([C:17]4[CH:22]=[CH:21][CH:20]=[C:19]([O:23][CH3:24])[CH:18]=4)=[C:12]3[N:11]=[CH:10][CH:9]=2)[CH:5]=[CH:4][N:3]=1.Cl.Cl.[NH2:33][C@H:34]1[CH:39]2[CH2:40][CH2:41][N:36]([CH2:37][CH2:38]2)[CH2:35]1.CCN(C(C)C)C(C)C. The catalyst is CS(C)=O. The product is [CH3:24][O:23][C:19]1[CH:18]=[C:17]([C:16]2[C:15]([C:25]3[CH:30]=[CH:29][N:28]=[CH:27][CH:26]=3)=[N:14][N:13]3[C:8]([C:6]4[CH:5]=[CH:4][N:3]=[C:2]([NH:33][C@@H:34]5[CH:39]6[CH2:40][CH2:41][N:36]([CH2:37][CH2:38]6)[CH2:35]5)[CH:7]=4)=[CH:9][CH:10]=[N:11][C:12]=23)[CH:22]=[CH:21][CH:20]=1. The yield is 0.130. (5) The reactants are Cl.[CH2:2]1[C:11]2[C:6](=[CH:7][CH:8]=[CH:9][CH:10]=2)[CH2:5][C@H:4]([C:12]([NH:14][C@H:15]([C:17]2[CH:26]=[CH:25][C:20]([C:21]([O:23][CH3:24])=[O:22])=[CH:19][CH:18]=2)[CH3:16])=[O:13])[NH:3]1.[F:27][C:28]1[CH:37]=[CH:36][C:31]([O:32][CH2:33][CH:34]=O)=[CH:30][CH:29]=1.C(O[BH-](OC(=O)C)OC(=O)C)(=O)C.[Na+]. The catalyst is ClCCCl. The product is [F:27][C:28]1[CH:37]=[CH:36][C:31]([O:32][CH2:33][CH2:34][N:3]2[C@@H:4]([C:12]([NH:14][C@H:15]([C:17]3[CH:18]=[CH:19][C:20]([C:21]([O:23][CH3:24])=[O:22])=[CH:25][CH:26]=3)[CH3:16])=[O:13])[CH2:5][C:6]3[C:11](=[CH:10][CH:9]=[CH:8][CH:7]=3)[CH2:2]2)=[CH:30][CH:29]=1. The yield is 0.540. (6) The reactants are Cl[C:2]1[C:11]2[C:6](=[CH:7][C:8]([Cl:12])=[CH:9][CH:10]=2)[N:5]=[CH:4][CH:3]=1.[NH2:13][C@H:14]1[CH2:19][CH2:18][C@@H:17]([NH2:20])[CH2:16][CH2:15]1. The catalyst is [OH-].[Na+]. The product is [Cl:12][C:8]1[CH:7]=[C:6]2[C:11]([C:2]([NH:13][C@H:14]3[CH2:19][CH2:18][C@@H:17]([NH2:20])[CH2:16][CH2:15]3)=[CH:3][CH:4]=[N:5]2)=[CH:10][CH:9]=1. The yield is 0.440.